Dataset: Full USPTO retrosynthesis dataset with 1.9M reactions from patents (1976-2016). Task: Predict the reactants needed to synthesize the given product. Given the product [N+:8]([C:4]1[CH:5]=[CH:6][CH:7]=[C:2]([C:20]2[CH:25]=[CH:24][CH:23]=[CH:22][N:21]=2)[C:3]=1[NH:11][C:12](=[O:14])[CH3:13])([O-:10])=[O:9], predict the reactants needed to synthesize it. The reactants are: Br[C:2]1[CH:7]=[CH:6][CH:5]=[C:4]([N+:8]([O-:10])=[O:9])[C:3]=1[NH:11][C:12](=[O:14])[CH3:13].C([Sn](CCCC)(CCCC)[C:20]1[CH:25]=[CH:24][CH:23]=[CH:22][N:21]=1)CCC.C(=O)(O)[O-].[Na+].